Dataset: Full USPTO retrosynthesis dataset with 1.9M reactions from patents (1976-2016). Task: Predict the reactants needed to synthesize the given product. Given the product [ClH:21].[C:13]([C:15]1[C:20]([Cl:21])=[CH:19][CH:18]=[CH:17][C:16]=1[O:8][CH:6]1[CH2:7][N:2]([CH3:1])[CH2:3][C:4]2[O:11][CH:10]=[CH:9][C:5]1=2)(=[O:14])[CH3:12], predict the reactants needed to synthesize it. The reactants are: [CH3:1][N:2]1[CH2:7][CH:6]([OH:8])[C:5]2[CH:9]=[CH:10][O:11][C:4]=2[CH2:3]1.[CH3:12][C:13]([C:15]1[C:20]([Cl:21])=[CH:19][CH:18]=[CH:17][C:16]=1F)=[O:14].